Dataset: CYP1A2 inhibition data for predicting drug metabolism from PubChem BioAssay. Task: Regression/Classification. Given a drug SMILES string, predict its absorption, distribution, metabolism, or excretion properties. Task type varies by dataset: regression for continuous measurements (e.g., permeability, clearance, half-life) or binary classification for categorical outcomes (e.g., BBB penetration, CYP inhibition). Dataset: cyp1a2_veith. (1) The drug is Cn1c(=O)c(-c2cc(F)cc(F)c2)nc2cnc(Oc3cccc(Cl)c3)nc21. The result is 1 (inhibitor). (2) The compound is COc1ccc(S(=O)(=O)NCc2ccc(C(=O)N3CCN(c4ccccn4)CC3)cc2)cc1. The result is 0 (non-inhibitor). (3) The molecule is O=C(Nc1c2c(nn1-c1ccc(F)cc1)CS(=O)(=O)C2)C12CC3CC(CC(C3)C1)C2. The result is 0 (non-inhibitor). (4) The result is 0 (non-inhibitor). The compound is CO[C@]1(NC(=O)C2SC(=C(C(N)=O)C(=O)O)S2)C(=O)N2C(C(=O)O)=C(CSc3nnnn3C)CS[C@H]21. (5) The molecule is CN(C)c1nc(-c2cccc(NS(C)(=O)=O)c2)nc2ccccc12. The result is 1 (inhibitor).